This data is from Reaction yield outcomes from USPTO patents with 853,638 reactions. The task is: Predict the reaction yield, written as a fraction of the theoretical maximum amount of product (1.0 means a 100% yield; for example, 0.34 means a 34% yield). (1) The reactants are [NH2:1][C:2]1[N:7]=[CH:6][N:5]=[C:4]2[N:8]([CH:20]([C:22]3[O:23][C:24]4[C:29]([C:30](=[O:39])[C:31]=3[C:32]3[CH:37]=[CH:36][CH:35]=[C:34]([F:38])[CH:33]=3)=[CH:28][CH:27]=[CH:26][CH:25]=4)[CH3:21])[N:9]=[C:10]([C:11]3[CH:16]=[CH:15][C:14]([F:17])=[CH:13][C:12]=3[O:18]C)[C:3]=12. The catalyst is ClCCl.B(Br)(Br)Br. The product is [NH2:1][C:2]1[N:7]=[CH:6][N:5]=[C:4]2[N:8]([CH:20]([C:22]3[O:23][C:24]4[C:29]([C:30](=[O:39])[C:31]=3[C:32]3[CH:37]=[CH:36][CH:35]=[C:34]([F:38])[CH:33]=3)=[CH:28][CH:27]=[CH:26][CH:25]=4)[CH3:21])[N:9]=[C:10]([C:11]3[CH:16]=[CH:15][C:14]([F:17])=[CH:13][C:12]=3[OH:18])[C:3]=12. The yield is 0.350. (2) The reactants are [Cl:1][C:2]1[CH:3]=[N:4][N:5]2[CH:10]=[CH:9][C:8]([NH:11]C(=O)C(F)(F)F)=[CH:7][C:6]=12.C([O-])([O-])=O.[K+].[K+]. The catalyst is CO.O. The product is [Cl:1][C:2]1[CH:3]=[N:4][N:5]2[CH:10]=[CH:9][C:8]([NH2:11])=[CH:7][C:6]=12. The yield is 0.710.